This data is from Experimentally validated miRNA-target interactions with 360,000+ pairs, plus equal number of negative samples. The task is: Binary Classification. Given a miRNA mature sequence and a target amino acid sequence, predict their likelihood of interaction. (1) The miRNA is hsa-miR-4476 with sequence CAGGAAGGAUUUAGGGACAGGC. The protein sequence of the target gene is METDYNPVELSSMSGFEEGSELNGFEGADMKDMQLEAEAVVNDVLFAVNHMFVSKSMPCADDVAYINVETKERNRYCLELTEAGLRVVGYAFDQVEDHLQTPYHETVYSLLDTLSPAYREAFGNALLQRLEALKRDGQS. Result: 0 (no interaction). (2) The miRNA is hsa-miR-4523 with sequence GACCGAGAGGGCCUCGGCUGU. The protein sequence of the target gene is MSESGEMSEFGYIMELIAKGKVTIKNIERELICPACKELFTHPLILPCQHSICHKCVKELLLTLDDSFNDVGSDNSNQSSPRLRLPSPSMDKIDRINRPGWKRNSLTPRTTVFPCPGCEHDVDLGERGINGLFRNFTLETIVERYRQAARAATAIMCDLCKPPPQESTKSCMDCSASYCNECFKIHHPWGTIKAQHEYVGPTTNFRPKILMCPEHETERINMYCELCRRPVCHLCKLGGNHANHRVTTMSSAYKTLKEKLSKDIDYLIGKESQVKSQISELNLLMKETECNGERAKEEAI.... Result: 0 (no interaction). (3) The miRNA is hsa-miR-4764-5p with sequence UGGAUGUGGAAGGAGUUAUCU. The protein sequence of the target gene is MGKAVSQLTSRKDEDKPILPDNPAMASQAANYFSTGSSKPAHSCMPYEKAASSSFVTCPTCQGNGEIPQEQEKQLVALIPYGDQRLKPRRTKLFVFLSVAICLLIFSLTIFFLYPRPIAVRPVGLNSSTVTFEDAHVQLNTTNVLNIFNSNFYPITVTQLTAEVLHQASVVGQVTSSLRLHIGPLASEQMPYEVASRILDENTYKICTWPKIRVHHILLNIQGSLTCSFLSHPQQLPFESFEYVDCRENMSLPHLELPRPA. Result: 0 (no interaction). (4) The miRNA is mmu-miR-196a-5p with sequence UAGGUAGUUUCAUGUUGUUGGG. The protein sequence of the target gene is MGLTKQYLRYVASAVFGVIGSQKGNIVFVTLRGEKGRYVAVPACEHVFIWDLRKGEKILILQGLKQEVTCLCPSPDGLHLAVGYEDGSIRIFSLLSGEGNVTFNGHKAAITTLKYDQLGGRLASGSKDTDIIVWDVINESGLYRLKGHKDAITQALFLREKNLLVTSGKDTMVKWWDLDTQHCFKTMVGHRTEVWGLVLLSEEKRLITGASDSELRVWDIAYLQEIEDPEEPDPKKIKGSSPGIQDTLEAEDGAFETDEAPEDRILSCRKAGSIMREGRDRVVNLAVDKTGRILACHGTD.... Result: 0 (no interaction).